This data is from Full USPTO retrosynthesis dataset with 1.9M reactions from patents (1976-2016). The task is: Predict the reactants needed to synthesize the given product. (1) Given the product [O:28]=[C:4]1[C:3](=[CH:2][NH:29][C:30]2[CH:38]=[CH:37][C:33]([C:34]([OH:36])=[O:35])=[CH:32][CH:31]=2)[C:11]2[C:6](=[CH:7][C:8]([C:12](=[O:13])[C:14]3[CH:19]=[CH:18][CH:17]=[C:16]([NH:20][C:21]([C:23]4[S:24][CH:25]=[CH:26][CH:27]=4)=[O:22])[CH:15]=3)=[CH:9][CH:10]=2)[NH:5]1, predict the reactants needed to synthesize it. The reactants are: O[CH:2]=[C:3]1[C:11]2[C:6](=[CH:7][C:8]([C:12]([C:14]3[CH:15]=[C:16]([NH:20][C:21]([C:23]4[S:24][CH:25]=[CH:26][CH:27]=4)=[O:22])[CH:17]=[CH:18][CH:19]=3)=[O:13])=[CH:9][CH:10]=2)[NH:5][C:4]1=[O:28].[NH2:29][C:30]1[CH:38]=[CH:37][C:33]([C:34]([OH:36])=[O:35])=[CH:32][CH:31]=1. (2) The reactants are: [C:1]([C:5]1[C:6]([NH2:14])=[N:7][N:8]2[CH:13]=[CH:12][CH:11]=[N:10][C:9]=12)([CH3:4])([CH3:3])[CH3:2].[C:15]12([CH2:25][C:26](Cl)=[O:27])[CH2:24][CH:19]3[CH2:20][CH:21]([CH2:23][CH:17]([CH2:18]3)[CH2:16]1)[CH2:22]2. Given the product [C:15]12([CH2:25][C:26]([NH:14][C:6]3[C:5]([C:1]([CH3:4])([CH3:2])[CH3:3])=[C:9]4[N:10]=[CH:11][CH:12]=[CH:13][N:8]4[N:7]=3)=[O:27])[CH2:22][CH:21]3[CH2:20][CH:19]([CH2:18][CH:17]([CH2:23]3)[CH2:16]1)[CH2:24]2, predict the reactants needed to synthesize it. (3) Given the product [Cl:1][C:2]1[CH:3]=[C:4]([C@@H:12]([CH2:24][CH:25]2[CH2:26][CH2:27][CH2:28][CH2:29]2)[C:13]([NH:15][C:16]2[CH:21]=[N:20][C:19]([S:22]([CH3:23])=[O:32])=[CH:18][N:17]=2)=[O:14])[CH:5]=[CH:6][C:7]=1[S:8]([CH3:11])(=[O:10])=[O:9], predict the reactants needed to synthesize it. The reactants are: [Cl:1][C:2]1[CH:3]=[C:4]([C@@H:12]([CH2:24][CH:25]2[CH2:29][CH2:28][CH2:27][CH2:26]2)[C:13]([NH:15][C:16]2[CH:21]=[N:20][C:19]([S:22][CH3:23])=[CH:18][N:17]=2)=[O:14])[CH:5]=[CH:6][C:7]=1[S:8]([CH3:11])(=[O:10])=[O:9].[Na].I([O-])(=O)(=O)=[O:32]. (4) Given the product [CH2:1]([N:8]1[CH:12]=[C:11]([C:13]([OH:15])=[O:14])[C:10]([C:18]2[CH:23]=[CH:22][CH:21]=[CH:20][CH:19]=2)=[N:9]1)[C:2]1[CH:3]=[CH:4][CH:5]=[CH:6][CH:7]=1, predict the reactants needed to synthesize it. The reactants are: [CH2:1]([N:8]1[CH:12]=[C:11]([C:13]([O:15]CC)=[O:14])[C:10]([C:18]2[CH:23]=[CH:22][CH:21]=[CH:20][CH:19]=2)=[N:9]1)[C:2]1[CH:7]=[CH:6][CH:5]=[CH:4][CH:3]=1.CCO.[OH-].[Na+].[OH-].[Li+]. (5) Given the product [Si:1]([O:8][C@H:9]1[CH2:18][C:17]([CH3:19])([CH3:20])[CH2:16][C:15]2[N:14]=[C:13]([CH:21]([CH3:22])[CH3:23])[C:12]([C@H:24]([C:28]3[CH:29]=[CH:30][C:31]([S:34]([F:37])([F:35])([F:39])([F:36])[F:38])=[CH:32][CH:33]=3)[OH:25])=[C:11]([I:26])[C:10]1=2)([C:4]([CH3:5])([CH3:6])[CH3:7])([CH3:3])[CH3:2], predict the reactants needed to synthesize it. The reactants are: [Si:1]([O:8][C@H:9]1[CH2:18][C:17]([CH3:20])([CH3:19])[CH2:16][C:15]2[N:14]=[C:13]([CH:21]([CH3:23])[CH3:22])[C:12]([CH:24]=[O:25])=[C:11]([I:26])[C:10]1=2)([C:4]([CH3:7])([CH3:6])[CH3:5])([CH3:3])[CH3:2].I[C:28]1[CH:33]=[CH:32][C:31]([S:34]([F:39])([F:38])([F:37])([F:36])[F:35])=[CH:30][CH:29]=1.C([Mg]Cl)(C)C.[Cl-].[Li+].C([Mg]Cl)(C)C. (6) The reactants are: Cl.O1CCOCC1.[Si]([O:15][CH2:16][C@@H:17]([N:25]1[CH:30]=[CH:29][C:28]([C:31]2[CH:36]=[CH:35][N:34]=[C:33]([NH:37][C@H:38]3[CH2:43][CH2:42][O:41][CH2:40][C@H:39]3[F:44])[N:32]=2)=[CH:27][C:26]1=[O:45])[C:18]1[CH:23]=[CH:22][CH:21]=[C:20]([Cl:24])[CH:19]=1)(C(C)(C)C)(C)C. Given the product [Cl:24][C:20]1[CH:19]=[C:18]([C@H:17]([N:25]2[CH:30]=[CH:29][C:28]([C:31]3[CH:36]=[CH:35][N:34]=[C:33]([NH:37][C@H:38]4[CH2:43][CH2:42][O:41][CH2:40][C@H:39]4[F:44])[N:32]=3)=[CH:27][C:26]2=[O:45])[CH2:16][OH:15])[CH:23]=[CH:22][CH:21]=1, predict the reactants needed to synthesize it. (7) Given the product [Cl:1][C:2]1[CH:8]=[C:7]([O:9][C:10]2[C:19]3[C:14](=[CH:15][C:16]([O:22][CH3:23])=[C:17]([O:20][CH3:21])[CH:18]=3)[N:13]=[CH:12][N:11]=2)[CH:6]=[CH:5][C:3]=1[NH:4][C:39](=[O:41])[O:58][CH:56]([C:55]1[CH:59]=[CH:60][C:52]([O:51][CH3:50])=[CH:53][CH:54]=1)[CH3:57], predict the reactants needed to synthesize it. The reactants are: [Cl:1][C:2]1[CH:8]=[C:7]([O:9][C:10]2[C:19]3[C:14](=[CH:15][C:16]([O:22][CH3:23])=[C:17]([O:20][CH3:21])[CH:18]=3)[N:13]=[CH:12][N:11]=2)[CH:6]=[CH:5][C:3]=1[NH2:4].C1(C)C=CC=CC=1.C(N(CC)CC)C.Cl[C:39](Cl)([O:41]C(=O)OC(Cl)(Cl)Cl)Cl.[CH3:50][O:51][C:52]1[CH:60]=[CH:59][C:55]([CH:56]([OH:58])[CH3:57])=[CH:54][CH:53]=1. (8) The reactants are: [N+:1]([C:4]1[CH:5]=[C:6]([N:10]2[C:14](=[O:15])[CH2:13][NH:12][C:11]2=[O:16])[CH:7]=[CH:8][CH:9]=1)([O-])=O. Given the product [NH2:1][C:4]1[CH:5]=[C:6]([N:10]2[C:14](=[O:15])[CH2:13][NH:12][C:11]2=[O:16])[CH:7]=[CH:8][CH:9]=1, predict the reactants needed to synthesize it.